From a dataset of Reaction yield outcomes from USPTO patents with 853,638 reactions. Predict the reaction yield, written as a fraction of the theoretical maximum amount of product (1.0 means a 100% yield; for example, 0.34 means a 34% yield). (1) The yield is 0.770. The catalyst is [Br-].C([N+](CCCC)(CCCC)CCCC)CCC.ClCCl. The product is [F:1][C:2]1[CH:3]=[CH:4][C:5]2[N:9]=[N:8][N:7]([CH2:17][CH2:16][CH2:15][CH2:14][Cl:13])[C:6]=2[CH:10]=1. The reactants are [F:1][C:2]1[CH:3]=[CH:4][C:5]2[N:9]=[N:8][NH:7][C:6]=2[CH:10]=1.[OH-].[Na+].[Cl:13][CH2:14][CH2:15][CH2:16][CH2:17]Br. (2) The reactants are [C:12]([O:11][C:9](O[C:9]([O:11][C:12]([CH3:15])([CH3:14])[CH3:13])=[O:10])=[O:10])([CH3:15])([CH3:14])[CH3:13].[NH2:16][C:17]1[CH:22]=[CH:21][CH:20]=[CH:19][C:18]=1[OH:23]. The catalyst is C1COCC1. The product is [OH:23][C:18]1[CH:19]=[CH:20][CH:21]=[CH:22][C:17]=1[NH:16][C:9](=[O:10])[O:11][C:12]([CH3:13])([CH3:14])[CH3:15]. The yield is 0.800. (3) The reactants are [CH3:1][C:2]1[O:6][N:5]=[C:4]([C:7]2[CH:12]=[CH:11][CH:10]=[CH:9][CH:8]=2)[C:3]=1[CH2:13][O:14][C:15]1[CH:23]=[CH:22][C:18]([C:19]([OH:21])=O)=[CH:17][N:16]=1.[NH2:24][CH:25]1[CH2:30][CH2:29][CH2:28][CH2:27][CH:26]1[OH:31]. No catalyst specified. The product is [OH:31][CH:26]1[CH2:27][CH2:28][CH2:29][CH2:30][CH:25]1[NH:24][C:19](=[O:21])[C:18]1[CH:22]=[CH:23][C:15]([O:14][CH2:13][C:3]2[C:4]([C:7]3[CH:8]=[CH:9][CH:10]=[CH:11][CH:12]=3)=[N:5][O:6][C:2]=2[CH3:1])=[N:16][CH:17]=1. The yield is 0.500. (4) The reactants are C1(P(C2C=CC=CC=2)C2C=CC=CC=2)C=CC=CC=1.N(C(OCC)=O)=NC(OCC)=O.[C:32]([OH:35])(=[S:34])[CH3:33].C(=O)([O-])O.[Na+].O[CH2:42][CH2:43][N:44]([CH2:62][CH2:63][C:64]1[CH:69]=[CH:68][CH:67]=[CH:66][CH:65]=1)[C:45](=[O:61])[NH:46][C@@H:47]([CH2:57][CH:58]([CH3:60])[CH3:59])[C:48]([N:50]1[CH2:55][CH2:54][N:53]([CH3:56])[CH2:52][CH2:51]1)=[O:49]. The catalyst is O1CCCC1. The product is [C:32]([S:34][CH2:42][CH2:43][N:44]([CH2:62][CH2:63][C:64]1[CH:65]=[CH:66][CH:67]=[CH:68][CH:69]=1)[C:45](=[O:61])[NH:46][C@@H:47]([CH2:57][CH:58]([CH3:59])[CH3:60])[C:48]([N:50]1[CH2:51][CH2:52][N:53]([CH3:56])[CH2:54][CH2:55]1)=[O:49])(=[O:35])[CH3:33]. The yield is 0.820. (5) The reactants are N=[N+]=[N-].[N-:4]=[N+]=[N-].[Na+].O.[C@H:9]1(C(O)=O)[CH2:14][CH2:13][CH2:12][C@@H:11]([C:15]([OH:17])=[O:16])[CH2:10]1. The catalyst is C(Cl)(Cl)Cl.S(=O)(=O)(O)O. The product is [NH2:4][C@@H:9]1[CH2:14][CH2:13][CH2:12][C@H:11]([C:15]([OH:17])=[O:16])[CH2:10]1. The yield is 0.938. (6) The reactants are [Cl-].O[NH3+:3].[C:4](=[O:7])([O-])[OH:5].[Na+].CS(C)=O.[O:13]=[C:14]1[C:19]([CH2:20][C:21]2[CH:26]=[CH:25][C:24]([C:27]3[C:28]([C:33]#[N:34])=[CH:29][CH:30]=[CH:31][CH:32]=3)=[CH:23][CH:22]=2)=[C:18]([CH2:35][CH2:36][CH3:37])[N:17]2[N:38]=[N:39][CH:40]=[C:16]2[N:15]1[CH:41]1[CH2:46][CH2:45][O:44][CH2:43][CH2:42]1. The catalyst is C(OCC)(=O)C. The product is [O:7]=[C:4]1[O:5][N:3]=[C:33]([C:28]2[CH:29]=[CH:30][CH:31]=[CH:32][C:27]=2[C:24]2[CH:23]=[CH:22][C:21]([CH2:20][C:19]3[C:14](=[O:13])[N:15]([CH:41]4[CH2:42][CH2:43][O:44][CH2:45][CH2:46]4)[C:16]4[N:17]([N:38]=[N:39][CH:40]=4)[C:18]=3[CH2:35][CH2:36][CH3:37])=[CH:26][CH:25]=2)[NH:34]1. The yield is 0.640. (7) The reactants are [CH3:1][N:2]1[CH:6]=[C:5]([C:7](O)=[O:8])[C:4]([C:10]([F:13])([F:12])[F:11])=[N:3]1.O1CCCC1.C(Cl)(=O)C(Cl)=O.[NH2:25][C:26]1[CH:27]=[C:28]([CH:45]=[CH:46][CH:47]=1)[O:29][C:30]1[CH:31]=[CH:32][C:33]2[N:34]([N:36]=[C:37]([NH:39][C:40]([CH:42]3[CH2:44][CH2:43]3)=[O:41])[N:38]=2)[CH:35]=1. The catalyst is CN(C)C=O.CN(C)C(=O)C. The product is [CH:42]1([C:40]([NH:39][C:37]2[N:38]=[C:33]3[CH:32]=[CH:31][C:30]([O:29][C:28]4[CH:27]=[C:26]([NH:25][C:7]([C:5]5[C:4]([C:10]([F:13])([F:12])[F:11])=[N:3][N:2]([CH3:1])[CH:6]=5)=[O:8])[CH:47]=[CH:46][CH:45]=4)=[CH:35][N:34]3[N:36]=2)=[O:41])[CH2:43][CH2:44]1. The yield is 0.700.